Dataset: Forward reaction prediction with 1.9M reactions from USPTO patents (1976-2016). Task: Predict the product of the given reaction. (1) Given the reactants [NH2:1][C:2]1[C:3]([C:19]([NH2:21])=[O:20])=[N:4][N:5]([C:10]2[CH:15]=[CH:14][C:13]([Br:16])=[CH:12][C:11]=2[CH2:17][CH3:18])[C:6]=1C(O)=O.[K].P(=O)(O)(O)O, predict the reaction product. The product is: [NH2:1][C:2]1[C:3]([C:19]([NH2:21])=[O:20])=[N:4][N:5]([C:10]2[CH:15]=[CH:14][C:13]([Br:16])=[CH:12][C:11]=2[CH2:17][CH3:18])[CH:6]=1. (2) Given the reactants [C:1]([NH:5][C:6]1[C:7]([CH3:26])=[N:8][C:9]2[C:14]([N:15]=1)=[C:13]([C:16]1[NH:24][C:23]3[CH2:22][CH2:21][NH:20][C:19](=O)[C:18]=3[CH:17]=1)[CH:12]=[CH:11][CH:10]=2)([CH3:4])([CH3:3])[CH3:2].COC1C=CC(P2(SP(C3C=CC(OC)=CC=3)(=S)S2)=[S:36])=CC=1, predict the reaction product. The product is: [C:1]([NH:5][C:6]1[C:7]([CH3:26])=[N:8][C:9]2[C:14]([N:15]=1)=[C:13]([C:16]1[NH:24][C:23]3[CH2:22][CH2:21][NH:20][C:19](=[S:36])[C:18]=3[CH:17]=1)[CH:12]=[CH:11][CH:10]=2)([CH3:4])([CH3:3])[CH3:2]. (3) Given the reactants Cl.[C:2]([C:4]1[C:5]([NH:34][CH2:35][CH2:36][O:37][CH3:38])=[CH:6][C:7]([NH:10][C:11]([N:13]2[C:22]3[C:17](=[CH:18][C:19]([CH:28]4[CH2:33][CH2:32][O:31][CH2:30][CH2:29]4)=[C:20]([CH:23](OC)[O:24]C)[N:21]=3)[CH2:16][CH2:15][CH2:14]2)=[O:12])=[N:8][CH:9]=1)#[N:3].C([O-])(O)=O.[Na+], predict the reaction product. The product is: [C:2]([C:4]1[C:5]([NH:34][CH2:35][CH2:36][O:37][CH3:38])=[CH:6][C:7]([NH:10][C:11]([N:13]2[C:22]3[C:17](=[CH:18][C:19]([CH:28]4[CH2:29][CH2:30][O:31][CH2:32][CH2:33]4)=[C:20]([CH:23]=[O:24])[N:21]=3)[CH2:16][CH2:15][CH2:14]2)=[O:12])=[N:8][CH:9]=1)#[N:3]. (4) Given the reactants [O:1]=[C:2]1[C@:11]2(C(OCC)=O)[CH2:12][C:13](=[O:15])[CH2:14][C@@H:10]2[C:9]2[C:4]3=[C:5]([CH2:21][CH2:22][CH2:23][N:3]13)[CH:6]=[CH:7][CH:8]=2.Cl, predict the reaction product. The product is: [CH:8]1[CH:7]=[CH:6][C:5]2[CH2:21][CH2:22][CH2:23][N:3]3[C:4]=2[C:9]=1[C@H:10]1[CH2:14][C:13](=[O:15])[CH2:12][C@H:11]1[C:2]3=[O:1]. (5) The product is: [NH2:1][C:2]1[C:7]([F:21])=[C:6]([O:8][C:9]2[CH:14]=[CH:13][C:12]([Cl:15])=[C:11]([Cl:16])[CH:10]=2)[N:5]=[C:4]([C:17]([OH:19])=[O:18])[C:3]=1[Cl:20]. Given the reactants [NH2:1][C:2]1[CH:7]=[C:6]([O:8][C:9]2[CH:14]=[CH:13][C:12]([Cl:15])=[C:11]([Cl:16])[CH:10]=2)[N:5]=[C:4]([C:17]([OH:19])=[O:18])[C:3]=1[Cl:20].[F:21][B-](F)(F)F.F[B-](F)(F)F.ClC[N+]12CC[N+](F)(CC1)CC2, predict the reaction product. (6) Given the reactants Br[C:2]1[CH:3]=[N:4][C:5]2[N:6]([CH:8]=[C:9]([CH2:11][O:12][C:13]3[CH:18]=[CH:17][C:16]([F:19])=[CH:15][CH:14]=3)[N:10]=2)[CH:7]=1.[Cl:20][C:21]1[CH:26]=[CH:25][N:24]=[CH:23][C:22]=1B(O)O, predict the reaction product. The product is: [Cl:20][C:21]1[CH:26]=[CH:25][N:24]=[CH:23][C:22]=1[C:2]1[CH:3]=[N:4][C:5]2[N:6]([CH:8]=[C:9]([CH2:11][O:12][C:13]3[CH:18]=[CH:17][C:16]([F:19])=[CH:15][CH:14]=3)[N:10]=2)[CH:7]=1. (7) Given the reactants [H-].[Al+3].[Li+].[H-].[H-].[H-].C1COCC1.[CH3:12][O:13][C:14]1[CH:15]=[C:16]([CH:26]=[CH:27][CH:28]=1)[O:17][C:18]1[CH:19]=[C:20]([CH:23]=[CH:24][CH:25]=1)[C:21]#[N:22].[OH-].[Na+], predict the reaction product. The product is: [CH3:12][O:13][C:14]1[CH:15]=[C:16]([CH:26]=[CH:27][CH:28]=1)[O:17][C:18]1[CH:19]=[C:20]([CH:23]=[CH:24][CH:25]=1)[CH2:21][NH2:22].